Dataset: Forward reaction prediction with 1.9M reactions from USPTO patents (1976-2016). Task: Predict the product of the given reaction. The product is: [O:4]=[C:5]1[CH2:10][CH2:9][CH:8]([N:11]2[C:15]3[CH:16]=[CH:17][CH:18]=[CH:19][C:14]=3[NH:13][C:12]2=[O:20])[CH2:7][CH2:6]1. Given the reactants O1[C:5]2([CH2:10][CH2:9][CH:8]([N:11]3[C:15]4[CH:16]=[CH:17][CH:18]=[CH:19][C:14]=4[NH:13][C:12]3=[O:20])[CH2:7][CH2:6]2)[O:4]CC1.CC(C)=O.CC1C=CC(S([O-])(=O)=O)=CC=1.C1C=C[NH+]=CC=1, predict the reaction product.